Dataset: Full USPTO retrosynthesis dataset with 1.9M reactions from patents (1976-2016). Task: Predict the reactants needed to synthesize the given product. (1) Given the product [Cl:25][C:2]1[C:11]2[C:6](=[CH:7][C:8]([O:19][C:20]([CH3:22])=[O:21])=[C:9]([O:12][CH2:13][CH:14]3[CH2:18][CH2:17][CH2:16][CH2:15]3)[CH:10]=2)[N:5]=[CH:4][N:3]=1, predict the reactants needed to synthesize it. The reactants are: O[C:2]1[C:11]2[C:6](=[CH:7][C:8]([O:19][C:20]([CH3:22])=[O:21])=[C:9]([O:12][CH2:13][CH:14]3[CH2:18][CH2:17][CH2:16][CH2:15]3)[CH:10]=2)[N:5]=[CH:4][N:3]=1.S(Cl)([Cl:25])=O. (2) The reactants are: [CH2:1]([N:3]([CH2:11][CH3:12])[C:4]1[CH:9]=[CH:8][C:7]([NH2:10])=[CH:6][CH:5]=1)[CH3:2].[ClH:13]. Given the product [ClH:13].[ClH:13].[CH2:11]([N:3]([CH2:1][CH3:2])[C:4]1[CH:9]=[CH:8][C:7]([NH2:10])=[CH:6][CH:5]=1)[CH3:12], predict the reactants needed to synthesize it. (3) Given the product [Cl:23][C:24]1[CH:50]=[CH:49][C:27]([CH2:28][N:29]2[C:37]3[C:32](=[CH:33][CH:34]=[CH:35][CH:36]=3)[CH:31]=[C:30]2[C:38]([N:40]2[CH2:45][CH2:44][CH:43]([C:46]([NH:68][CH2:67][CH2:66][C:61]3[CH:62]=[CH:63][CH:64]=[CH:65][N:60]=3)=[O:48])[CH2:42][CH2:41]2)=[O:39])=[CH:26][CH:25]=1, predict the reactants needed to synthesize it. The reactants are: Cl.C(N=C=NCCCN(C)C)C.N1(O)C2C=CC=CC=2N=N1.[Cl:23][C:24]1[CH:50]=[CH:49][C:27]([CH2:28][N:29]2[C:37]3[C:32](=[CH:33][CH:34]=[CH:35][CH:36]=3)[CH:31]=[C:30]2[C:38]([N:40]2[CH2:45][CH2:44][CH:43]([C:46]([OH:48])=O)[CH2:42][CH2:41]2)=[O:39])=[CH:26][CH:25]=1.C(N(C(C)C)C(C)C)C.[N:60]1[CH:65]=[CH:64][CH:63]=[CH:62][C:61]=1[CH2:66][CH2:67][NH2:68]. (4) Given the product [CH2:1]([O:8][C:9](=[O:33])[NH:10][C@H:11]1[CH2:16][CH2:15][N:14]([CH:41]([CH3:40])[CH3:34])[CH2:13][C@H:12]1[NH:17][C:18](=[O:32])[C:19]1[CH:24]=[CH:23][C:22]([N:25]2[CH:30]=[CH:29][CH:28]=[CH:27][C:26]2=[O:31])=[CH:21][CH:20]=1)[C:2]1[CH:7]=[CH:6][CH:5]=[CH:4][CH:3]=1, predict the reactants needed to synthesize it. The reactants are: [CH2:1]([O:8][C:9](=[O:33])[NH:10][C@H:11]1[CH2:16][CH2:15][NH:14][CH2:13][C@H:12]1[NH:17][C:18](=[O:32])[C:19]1[CH:24]=[CH:23][C:22]([N:25]2[CH:30]=[CH:29][CH:28]=[CH:27][C:26]2=[O:31])=[CH:21][CH:20]=1)[C:2]1[CH:7]=[CH:6][CH:5]=[CH:4][CH:3]=1.[C:34]([O-])([O-])=O.[Na+].[Na+].[CH3:40][C:41]#N.